Dataset: Full USPTO retrosynthesis dataset with 1.9M reactions from patents (1976-2016). Task: Predict the reactants needed to synthesize the given product. (1) Given the product [CH3:1][O:2][C:3]([C:5]1[S:16][C:8]2=[N:9][CH:10]=[C:11]([NH2:13])[CH:12]=[C:7]2[C:6]=1[O:17][CH2:18][C:19]([O:21][C:22]([CH3:25])([CH3:24])[CH3:23])=[O:20])=[O:4], predict the reactants needed to synthesize it. The reactants are: [CH3:1][O:2][C:3]([C:5]1[S:16][C:8]2=[N:9][CH:10]=[C:11]([N+:13]([O-])=O)[CH:12]=[C:7]2[C:6]=1[O:17][CH2:18][C:19]([O:21][C:22]([CH3:25])([CH3:24])[CH3:23])=[O:20])=[O:4].[BH4-].[Na+].N#N. (2) Given the product [Br:1][C:2]1[CH:3]=[C:4]([CH3:11])[C:5]([C:8]([O:10][C:15]([CH3:18])([CH3:17])[CH3:16])=[O:9])=[N:6][CH:7]=1, predict the reactants needed to synthesize it. The reactants are: [Br:1][C:2]1[CH:3]=[C:4]([CH3:11])[C:5]([C:8]([OH:10])=[O:9])=[N:6][CH:7]=1.C(OC(O[C:15]([CH3:18])([CH3:17])[CH3:16])=O)(O[C:15]([CH3:18])([CH3:17])[CH3:16])=O.